From a dataset of NCI-60 drug combinations with 297,098 pairs across 59 cell lines. Regression. Given two drug SMILES strings and cell line genomic features, predict the synergy score measuring deviation from expected non-interaction effect. (1) Drug 2: N.N.Cl[Pt+2]Cl. Cell line: BT-549. Drug 1: CC12CCC3C(C1CCC2O)C(CC4=C3C=CC(=C4)O)CCCCCCCCCS(=O)CCCC(C(F)(F)F)(F)F. Synergy scores: CSS=30.7, Synergy_ZIP=-2.28, Synergy_Bliss=-9.74, Synergy_Loewe=-1.48, Synergy_HSA=-3.04. (2) Drug 1: CC1CC2C3CCC4=CC(=O)C=CC4(C3(C(CC2(C1(C(=O)CO)O)C)O)F)C. Drug 2: CC(C)(C1=NC(=CC=C1)N2C3=NC(=NC=C3C(=O)N2CC=C)NC4=CC=C(C=C4)N5CCN(CC5)C)O. Cell line: T-47D. Synergy scores: CSS=1.55, Synergy_ZIP=2.92, Synergy_Bliss=-2.12, Synergy_Loewe=-7.77, Synergy_HSA=-3.83. (3) Drug 1: C1CCC(C1)C(CC#N)N2C=C(C=N2)C3=C4C=CNC4=NC=N3. Drug 2: CC12CCC3C(C1CCC2O)C(CC4=C3C=CC(=C4)O)CCCCCCCCCS(=O)CCCC(C(F)(F)F)(F)F. Cell line: KM12. Synergy scores: CSS=25.8, Synergy_ZIP=-0.567, Synergy_Bliss=-0.625, Synergy_Loewe=-2.75, Synergy_HSA=1.24. (4) Drug 1: C1CCC(C1)C(CC#N)N2C=C(C=N2)C3=C4C=CNC4=NC=N3. Drug 2: C1CCN(CC1)CCOC2=CC=C(C=C2)C(=O)C3=C(SC4=C3C=CC(=C4)O)C5=CC=C(C=C5)O. Cell line: UACC62. Synergy scores: CSS=-2.17, Synergy_ZIP=5.19, Synergy_Bliss=7.46, Synergy_Loewe=-2.94, Synergy_HSA=-2.32.